Task: Predict hERG channel inhibition at various concentrations.. Dataset: hERG Central: cardiac toxicity at 1µM, 10µM, and general inhibition (1) Results: hERG_inhib (hERG inhibition (general)): blocker. The compound is CC(C)Cn1c(N)c(C(=O)NCCN2CCOCC2)c2nc3ccccc3nc21. (2) The drug is CCc1ccc2nc(N(CCN(C)C)C(=O)c3ccc4ncsc4c3)sc2c1.Cl. Results: hERG_inhib (hERG inhibition (general)): blocker. (3) The compound is Cc1ccc(OCC(=O)N2CCN(C(=O)CCC3CCCC3)CC2)cc1. Results: hERG_inhib (hERG inhibition (general)): blocker. (4) The compound is CCOC(=O)c1c(C)n(-c2ccc(C)cc2)c2ccc(O)c(CN(C)C)c12.Cl. Results: hERG_inhib (hERG inhibition (general)): blocker. (5) Results: hERG_inhib (hERG inhibition (general)): blocker. The drug is Cc1cc2[nH]c3c(c[n+](C)c4ccccc34)c2cc1C.[I-].